Dataset: Full USPTO retrosynthesis dataset with 1.9M reactions from patents (1976-2016). Task: Predict the reactants needed to synthesize the given product. (1) Given the product [CH:10]([N:7]1[CH:8]=[C:4]([N+:1]([O-:3])=[O:2])[N:5]=[CH:6]1)([CH3:12])[CH3:11], predict the reactants needed to synthesize it. The reactants are: [N+:1]([C:4]1[N:5]=[CH:6][NH:7][CH:8]=1)([O-:3])=[O:2].I[CH:10]([CH3:12])[CH3:11].[N+](C1N=CN(CC#N)C=1)([O-])=O. (2) Given the product [F:1][C:2]1[CH:3]=[CH:4][C:5]([CH:8]([C:16]2[CH:17]=[CH:18][CH:19]=[CH:20][CH:21]=2)[O:9][CH:10]2[CH2:11][CH2:12][N:13]([C:29]([C:25]3[CH:24]=[C:23]([CH3:22])[CH:28]=[CH:27][N:26]=3)=[O:30])[CH2:14][CH2:15]2)=[CH:6][CH:7]=1, predict the reactants needed to synthesize it. The reactants are: [F:1][C:2]1[CH:7]=[CH:6][C:5]([CH:8]([C:16]2[CH:21]=[CH:20][CH:19]=[CH:18][CH:17]=2)[O:9][CH:10]2[CH2:15][CH2:14][NH:13][CH2:12][CH2:11]2)=[CH:4][CH:3]=1.[CH3:22][C:23]1[CH:28]=[CH:27][N:26]=[C:25]([C:29](O)=[O:30])[CH:24]=1.Cl.C(N=C=NCCCN(C)C)C.O.ON1C2C=CC=CC=2N=N1.